Dataset: Forward reaction prediction with 1.9M reactions from USPTO patents (1976-2016). Task: Predict the product of the given reaction. (1) The product is: [CH2:44]([O:46][C:47](=[O:50])[CH:48]([C:21]1[C:22]([F:25])=[CH:23][CH:24]=[C:19]([O:18][Si:5]([C:1]([CH3:4])([CH3:2])[CH3:3])([C:6]2[CH:7]=[CH:8][CH:9]=[CH:10][CH:11]=2)[C:12]2[CH:17]=[CH:16][CH:15]=[CH:14][CH:13]=2)[C:20]=1[F:26])[OH:49])[CH3:45]. Given the reactants [C:1]([Si:5]([O:18][C:19]1[CH:24]=[CH:23][C:22]([F:25])=[CH:21][C:20]=1[F:26])([C:12]1[CH:17]=[CH:16][CH:15]=[CH:14][CH:13]=1)[C:6]1[CH:11]=[CH:10][CH:9]=[CH:8][CH:7]=1)([CH3:4])([CH3:3])[CH3:2].CN(C)CCN(C)CCN(C)C.[Li]CCCC.[CH2:44]([O:46][C:47](=[O:50])[CH:48]=[O:49])[CH3:45].Cl, predict the reaction product. (2) The product is: [C:1]([C:4]1[O:5][C:6]2[CH:16]=[C:15]([NH:17][S:27]([CH3:26])(=[O:29])=[O:28])[C:14]([Br:18])=[CH:13][C:7]=2[C:8]=1[C:9]([NH:11][CH3:12])=[O:10])(=[O:3])[CH3:2]. Given the reactants [C:1]([C:4]1[O:5][C:6]2[CH:16]=[C:15]([NH2:17])[C:14]([Br:18])=[CH:13][C:7]=2[C:8]=1[C:9]([NH:11][CH3:12])=[O:10])(=[O:3])[CH3:2].C(N(CC)CC)C.[CH3:26][S:27](Cl)(=[O:29])=[O:28].[Li+].[OH-].O, predict the reaction product. (3) Given the reactants [CH3:1][O:2][C:3]1[CH:8]=[C:7]([CH3:9])[C:6]([S:10]([N:13]2[C:21]3[C:16](=[CH:17][CH:18]=[C:19]([CH2:22][C:23]([OH:25])=O)[CH:20]=3)[CH2:15][CH2:14]2)(=[O:12])=[O:11])=[C:5]([CH3:26])[CH:4]=1.[CH:27]([N:30]([CH:33]([CH3:35])[CH3:34])[CH2:31][CH3:32])([CH3:29])C.[CH:36]1[CH:37]=[CH:38][C:39]2[N:44](O)N=NC=2[CH:41]=1.C[CH2:47][N:48]=[C:49]=NCCCN(C)C.Cl, predict the reaction product. The product is: [CH3:1][O:2][C:3]1[CH:4]=[C:5]([CH3:26])[C:6]([S:10]([N:13]2[C:21]3[C:16](=[CH:17][CH:18]=[C:19]([CH2:22][C:23]([N:44]4[CH2:41][CH2:36][C:37]5([CH2:29][CH2:27][N:30]([C:33]6[CH:34]=[CH:49][N:48]=[CH:47][CH:35]=6)[CH2:31][CH2:32]5)[CH2:38][CH2:39]4)=[O:25])[CH:20]=3)[CH2:15][CH2:14]2)(=[O:11])=[O:12])=[C:7]([CH3:9])[CH:8]=1. (4) Given the reactants [F:1][C:2]([F:35])([CH3:34])[C:3]([NH:5][C@@H:6]([CH3:33])[C@H:7]([O:14][C:15]1[CH:16]=[C:17]2[C:21](=[CH:22][CH:23]=1)[N:20]([C:24]1[CH:25]=[C:26]([CH:30]=[CH:31][CH:32]=1)[C:27]([NH2:29])=[O:28])[N:19]=[CH:18]2)[C:8]1[CH:13]=[CH:12][CH:11]=[CH:10][CH:9]=1)=[O:4].N1[CH2:40][CH2:39][C@@H:38]([OH:41])[CH2:37]1, predict the reaction product. The product is: [F:35][C:2]([F:1])([CH3:34])[C:3]([NH:5][C@@H:6]([CH3:33])[C@H:7]([O:14][C:15]1[CH:16]=[C:17]2[C:21](=[CH:22][CH:23]=1)[N:20]([C:24]1[CH:32]=[CH:31][CH:30]=[C:26]([C:27]([N:29]3[CH2:40][CH2:39][C@@H:38]([OH:41])[CH2:37]3)=[O:28])[CH:25]=1)[N:19]=[CH:18]2)[C:8]1[CH:9]=[CH:10][CH:11]=[CH:12][CH:13]=1)=[O:4].